Dataset: Reaction yield outcomes from USPTO patents with 853,638 reactions. Task: Predict the reaction yield, written as a fraction of the theoretical maximum amount of product (1.0 means a 100% yield; for example, 0.34 means a 34% yield). The reactants are Cl[C:2]1[N:7]=[C:6]([O:8][C:9]2[CH:14]=[CH:13][CH:12]=[C:11]([N+:15]([O-:17])=[O:16])[CH:10]=2)[C:5]([Cl:18])=[CH:4][N:3]=1.[CH3:19][N:20]1[CH2:25][CH2:24][CH:23]([N:26]2[CH:30]=[C:29]([NH2:31])[CH:28]=[N:27]2)[CH2:22][CH2:21]1.FC(F)(F)C(O)=O.C([O-])(O)=O.[Na+]. The catalyst is CC(O)CC. The product is [Cl:18][C:5]1[C:6]([O:8][C:9]2[CH:14]=[CH:13][CH:12]=[C:11]([N+:15]([O-:17])=[O:16])[CH:10]=2)=[N:7][C:2]([NH:31][C:29]2[CH:28]=[N:27][N:26]([CH:23]3[CH2:24][CH2:25][N:20]([CH3:19])[CH2:21][CH2:22]3)[CH:30]=2)=[N:3][CH:4]=1. The yield is 0.660.